Dataset: Forward reaction prediction with 1.9M reactions from USPTO patents (1976-2016). Task: Predict the product of the given reaction. (1) Given the reactants [C:1]([O:5][C:6]([N:8]1[CH2:20][C@@H:19]([CH3:21])[N:18]2[C@H:10]([CH2:11][C:12]3[C:17]2=[N:16][C:15]([O:22][CH2:23][CH3:24])=[CH:14][CH:13]=3)[CH2:9]1)=[O:7])([CH3:4])([CH3:3])[CH3:2].[Cl:25]N1C(=O)CCC1=O, predict the reaction product. The product is: [C:1]([O:5][C:6]([N:8]1[CH2:20][C@@H:19]([CH3:21])[N:18]2[C@H:10]([CH2:11][C:12]3[C:17]2=[N:16][C:15]([O:22][CH2:23][CH3:24])=[C:14]([Cl:25])[CH:13]=3)[CH2:9]1)=[O:7])([CH3:3])([CH3:4])[CH3:2]. (2) Given the reactants [N+:1]([C:4]1[CH:5]=[C:6]([C:11]([F:14])([F:13])[F:12])[C:7](=O)[NH:8][CH:9]=1)([O-:3])=[O:2].O=P(Cl)(Cl)[Cl:17].P(Cl)(Cl)(Cl)(Cl)Cl.C([O-])(O)=O.[Na+], predict the reaction product. The product is: [Cl:17][C:7]1[C:6]([C:11]([F:14])([F:13])[F:12])=[CH:5][C:4]([N+:1]([O-:3])=[O:2])=[CH:9][N:8]=1. (3) Given the reactants [CH3:1][N:2]([CH3:22])[C:3]1[C:8]([CH3:9])=[CH:7][N:6]=[C:5]([NH:10][C@@H:11]2[CH2:16][CH2:15][C@H:14]([NH:17][C:18](=[O:21])[CH2:19]Br)[CH2:13][CH2:12]2)[N:4]=1.[F:23][C:24]1[CH:25]=[C:26]([OH:30])[CH:27]=[CH:28][CH:29]=1.C([O-])([O-])=O.[Cs+].[Cs+], predict the reaction product. The product is: [CH3:1][N:2]([CH3:22])[C:3]1[C:8]([CH3:9])=[CH:7][N:6]=[C:5]([NH:10][C@@H:11]2[CH2:16][CH2:15][C@H:14]([NH:17][C:18](=[O:21])[CH2:19][O:30][C:26]3[CH:27]=[CH:28][CH:29]=[C:24]([F:23])[CH:25]=3)[CH2:13][CH2:12]2)[N:4]=1. (4) Given the reactants C(OC(=O)[NH:7][CH2:8][C:9]([CH:12]1[CH2:21][CH:20]([N:22]2[C:30](=[O:31])[C:29]3[C:24](=[CH:25][CH:26]=[CH:27][CH:28]=3)[C:23]2=[O:32])[C:19]2[C:14](=[CH:15][CH:16]=[C:17]([N+:33]([O-:35])=[O:34])[CH:18]=2)[NH:13]1)([CH3:11])[CH3:10])(C)(C)C.Cl, predict the reaction product. The product is: [NH2:7][CH2:8][C:9]([CH:12]1[CH2:21][CH:20]([N:22]2[C:23](=[O:32])[C:24]3[C:29](=[CH:28][CH:27]=[CH:26][CH:25]=3)[C:30]2=[O:31])[C:19]2[C:14](=[CH:15][CH:16]=[C:17]([N+:33]([O-:35])=[O:34])[CH:18]=2)[NH:13]1)([CH3:11])[CH3:10]. (5) The product is: [Cl:17][C:18]1[CH:23]=[CH:22][C:21]([CH2:24][C:25]([NH:1][N:2]2[N:11]=[C:10]([C:12]([F:15])([F:13])[F:14])[C:9]3[C:4](=[CH:5][CH:6]=[CH:7][CH:8]=3)[C:3]2=[O:16])=[O:26])=[CH:20][CH:19]=1. Given the reactants [NH2:1][N:2]1[N:11]=[C:10]([C:12]([F:15])([F:14])[F:13])[C:9]2[C:4](=[CH:5][CH:6]=[CH:7][CH:8]=2)[C:3]1=[O:16].[Cl:17][C:18]1[CH:23]=[CH:22][C:21]([CH2:24][C:25](Cl)=[O:26])=[CH:20][CH:19]=1, predict the reaction product. (6) Given the reactants [N:1]1[CH:6]=[CH:5][CH:4]=[C:3]([N:7]2[CH2:10][CH:9]([C:11]([NH:13][C:14]3[CH:33]=[CH:32][C:17]([O:18][CH:19]4[CH2:24][CH2:23][N:22](C(OC(C)(C)C)=O)[CH2:21][CH2:20]4)=[CH:16][CH:15]=3)=[O:12])[CH2:8]2)[CH:2]=1.FC(F)(F)C(O)=O, predict the reaction product. The product is: [NH:22]1[CH2:23][CH2:24][CH:19]([O:18][C:17]2[CH:16]=[CH:15][C:14]([NH:13][C:11]([CH:9]3[CH2:10][N:7]([C:3]4[CH:2]=[N:1][CH:6]=[CH:5][CH:4]=4)[CH2:8]3)=[O:12])=[CH:33][CH:32]=2)[CH2:20][CH2:21]1.